From a dataset of Peptide-MHC class I binding affinity with 185,985 pairs from IEDB/IMGT. Regression. Given a peptide amino acid sequence and an MHC pseudo amino acid sequence, predict their binding affinity value. This is MHC class I binding data. (1) The peptide sequence is FRHSVVVPY. The MHC is HLA-C07:02 with pseudo-sequence HLA-C07:02. The binding affinity (normalized) is 1.00. (2) The peptide sequence is MQYLNPPPY. The MHC is HLA-B45:06 with pseudo-sequence HLA-B45:06. The binding affinity (normalized) is 0.213. (3) The peptide sequence is YDAGCAWYEL. The MHC is Patr-B2401 with pseudo-sequence Patr-B2401. The binding affinity (normalized) is 0.767.